Task: Predict the reaction yield, written as a fraction of the theoretical maximum amount of product (1.0 means a 100% yield; for example, 0.34 means a 34% yield).. Dataset: Reaction yield outcomes from USPTO patents with 853,638 reactions (1) The reactants are [Cl:1][C:2]1[C:3]([F:31])=[C:4]([NH:8][C:9]2[C:18]3[C:13](=[CH:14][C:15]([O:29][CH3:30])=[C:16]([CH2:19][N:20]([CH3:28])[C:21]4([C:25]([NH2:27])=[O:26])[CH2:24][NH:23][CH2:22]4)[CH:17]=3)[N:12]=[CH:11][N:10]=2)[CH:5]=[CH:6][CH:7]=1.C(N(C(C)C)CC)(C)C.[CH3:41][O:42][CH2:43][CH2:44]Cl.[I-].[K+]. The catalyst is C(#N)C. The product is [Cl:1][C:2]1[C:3]([F:31])=[C:4]([NH:8][C:9]2[C:18]3[C:13](=[CH:14][C:15]([O:29][CH3:30])=[C:16]([CH2:19][N:20]([CH3:28])[C:21]4([C:25]([NH2:27])=[O:26])[CH2:24][N:23]([CH2:44][CH2:43][O:42][CH3:41])[CH2:22]4)[CH:17]=3)[N:12]=[CH:11][N:10]=2)[CH:5]=[CH:6][CH:7]=1. The yield is 0.360. (2) The reactants are C1([Li])C=CC=CC=1.[Br-].[S:9]1[CH:13]=[CH:12][CH:11]=[C:10]1[CH2:14][P+](C1C=CC=CC=1)(C1C=CC=CC=1)C1C=CC=CC=1.[CH2:34]([N:38]([CH2:51][CH2:52][CH2:53][CH3:54])[C:39]1[CH:46]=[C:45]([O:47][CH3:48])[C:42]([CH:43]=O)=[C:41]([O:49][CH3:50])[CH:40]=1)[CH2:35][CH2:36][CH3:37].C(Cl)(Cl)Cl. The product is [CH2:34]([N:38]([CH2:51][CH2:52][CH2:53][CH3:54])[C:39]1[CH:46]=[C:45]([O:47][CH3:48])[C:42]([CH:43]=[CH:14][C:10]2[S:9][CH:13]=[CH:12][CH:11]=2)=[C:41]([O:49][CH3:50])[CH:40]=1)[CH2:35][CH2:36][CH3:37]. The catalyst is O1CCCC1. The yield is 0.620. (3) The reactants are [S:1]1[CH:5]=[CH:4][N:3]=[C:2]1[C:6](=[O:8])[CH3:7].[CH3:9]C1C=CC(S(O)(=O)=O)=CC=1.[CH3:20][OH:21]. No catalyst specified. The product is [CH3:20][O:21][C:6]([C:2]1[S:1][CH:5]=[CH:4][N:3]=1)([O:8][CH3:9])[CH3:7]. The yield is 0.756. (4) The reactants are [Cl:1][C:2]1[CH:23]=[C:22]([C:24]([F:27])([F:26])[F:25])[CH:21]=[CH:20][C:3]=1[CH2:4][N:5]1[C:9](/[CH:10]=[CH:11]/[C:12](O)=[O:13])=[CH:8][C:7]([O:15][CH2:16][CH:17]2[CH2:19][CH2:18]2)=[N:6]1.[CH3:28][O:29][CH2:30][CH2:31][CH2:32][S:33]([NH2:36])(=[O:35])=[O:34].N12CCCN=C1CCCCC2. The catalyst is CN(C)C=O. The product is [Cl:1][C:2]1[CH:23]=[C:22]([C:24]([F:27])([F:25])[F:26])[CH:21]=[CH:20][C:3]=1[CH2:4][N:5]1[C:9](/[CH:10]=[CH:11]/[C:12]([NH:36][S:33]([CH2:32][CH2:31][CH2:30][O:29][CH3:28])(=[O:35])=[O:34])=[O:13])=[CH:8][C:7]([O:15][CH2:16][CH:17]2[CH2:19][CH2:18]2)=[N:6]1. The yield is 0.650. (5) The reactants are [OH-].[Li+].[Br:3][C:4]1[N:5]([C:15]2[C:24]3[C:19](=[CH:20][CH:21]=[CH:22][CH:23]=3)[C:18]([CH:25]3[CH2:27][CH2:26]3)=[CH:17][CH:16]=2)[C:6]([S:9][CH2:10][C:11]([O:13]C)=[O:12])=[N:7][N:8]=1.Cl. The catalyst is O.C(O)C.C1COCC1. The product is [Br:3][C:4]1[N:5]([C:15]2[C:24]3[C:19](=[CH:20][CH:21]=[CH:22][CH:23]=3)[C:18]([CH:25]3[CH2:27][CH2:26]3)=[CH:17][CH:16]=2)[C:6]([S:9][CH2:10][C:11]([OH:13])=[O:12])=[N:7][N:8]=1. The yield is 0.930. (6) The reactants are C(O)CO.[Br:5][C:6]1[CH:11]=[CH:10][C:9]([C:12]2([C:16](=O)[CH2:17][CH2:18][CH3:19])[CH2:15][CH2:14][CH2:13]2)=[CH:8][CH:7]=1.O.NN.[OH-].[K+]. The catalyst is O. The product is [Br:5][C:6]1[CH:11]=[CH:10][C:9]([C:12]2([CH2:16][CH2:17][CH2:18][CH3:19])[CH2:15][CH2:14][CH2:13]2)=[CH:8][CH:7]=1. The yield is 0.450. (7) The reactants are C([O:3][C:4](=[O:33])[CH2:5][CH:6]([N:10]1[C:18]2[C:13](=[CH:14][C:15]([NH:19][C:20](=[O:32])[CH2:21][C:22]3[CH:31]=[CH:30][C:29]4[CH2:28][CH2:27][CH2:26][NH:25][C:24]=4[N:23]=3)=[CH:16][CH:17]=2)[CH:12]=[CH:11]1)[CH2:7][CH2:8][CH3:9])C.[OH-].[Na+]. The catalyst is C1COCC1.O. The product is [N:23]1[C:24]2[NH:25][CH2:26][CH2:27][CH2:28][C:29]=2[CH:30]=[CH:31][C:22]=1[CH2:21][C:20]([NH:19][C:15]1[CH:14]=[C:13]2[C:18](=[CH:17][CH:16]=1)[N:10]([CH:6]([CH2:7][CH2:8][CH3:9])[CH2:5][C:4]([OH:33])=[O:3])[CH:11]=[CH:12]2)=[O:32]. The yield is 0.810. (8) The reactants are [C:1]([NH:11][C@H:12]([C:18]([OH:20])=O)[CH2:13][CH2:14][C:15]([OH:17])=O)([O:3][CH2:4][C:5]1[CH:10]=[CH:9][CH:8]=[CH:7][CH:6]=1)=[O:2].CN(C(ON1N=N[C:31]2[CH:32]=[CH:33][CH:34]=[N:35][C:30]1=2)=[N+](C)C)C.F[P-](F)(F)(F)(F)F.CCN(C(C)C)[CH:48]([CH3:50])[CH3:49]. The catalyst is CN(C=O)C.CN(C1C=CN=CC=1)C. The product is [CH2:4]([O:3][C:1]([NH:11][CH:12]1[CH2:13][CH2:14][C:15](=[O:17])[N:35]([CH:34]([CH2:33][CH:32]2[CH2:31][CH2:30][CH2:50][CH2:48][CH2:49]2)[C:1]([O:3][CH3:4])=[O:2])[C:18]1=[O:20])=[O:2])[C:5]1[CH:6]=[CH:7][CH:8]=[CH:9][CH:10]=1. The yield is 0.320.